From a dataset of Merck oncology drug combination screen with 23,052 pairs across 39 cell lines. Regression. Given two drug SMILES strings and cell line genomic features, predict the synergy score measuring deviation from expected non-interaction effect. (1) Drug 1: O=c1[nH]cc(F)c(=O)[nH]1. Drug 2: CC(C)CC(NC(=O)C(Cc1ccccc1)NC(=O)c1cnccn1)B(O)O. Cell line: CAOV3. Synergy scores: synergy=-35.3. (2) Drug 1: COc1cccc2c1C(=O)c1c(O)c3c(c(O)c1C2=O)CC(O)(C(=O)CO)CC3OC1CC(N)C(O)C(C)O1. Drug 2: CNC(=O)c1cc(Oc2ccc(NC(=O)Nc3ccc(Cl)c(C(F)(F)F)c3)cc2)ccn1. Cell line: NCIH520. Synergy scores: synergy=-6.62. (3) Drug 1: CC(=O)OC1C(=O)C2(C)C(O)CC3OCC3(OC(C)=O)C2C(OC(=O)c2ccccc2)C2(O)CC(OC(=O)C(O)C(NC(=O)c3ccccc3)c3ccccc3)C(C)=C1C2(C)C. Drug 2: Cn1nnc2c(C(N)=O)ncn2c1=O. Cell line: MDAMB436. Synergy scores: synergy=9.61. (4) Synergy scores: synergy=5.53. Cell line: NCIH460. Drug 2: NC(=O)c1cccc2cn(-c3ccc(C4CCCNC4)cc3)nc12. Drug 1: C=CCn1c(=O)c2cnc(Nc3ccc(N4CCN(C)CC4)cc3)nc2n1-c1cccc(C(C)(C)O)n1. (5) Drug 1: NC(=O)c1cccc2cn(-c3ccc(C4CCCNC4)cc3)nc12. Drug 2: CCc1cnn2c(NCc3ccc[n+]([O-])c3)cc(N3CCCCC3CCO)nc12. Cell line: MDAMB436. Synergy scores: synergy=2.33.